This data is from CYP2C9 inhibition data for predicting drug metabolism from PubChem BioAssay. The task is: Regression/Classification. Given a drug SMILES string, predict its absorption, distribution, metabolism, or excretion properties. Task type varies by dataset: regression for continuous measurements (e.g., permeability, clearance, half-life) or binary classification for categorical outcomes (e.g., BBB penetration, CYP inhibition). Dataset: cyp2c9_veith. (1) The drug is Cc1cc(/C=C(/C#N)C(=O)Nc2ccccc2)c(C)n1-c1cccnc1. The result is 0 (non-inhibitor). (2) The drug is c1ccc2c(c1)CCCc1cc(NCCN3CCOCC3)nnc1-2. The result is 0 (non-inhibitor). (3) The molecule is CC(=O)C(N=Nc1ccccc1)(Sc1nnc(-c2ccccc2)n1-c1ccccc1)C(C)=O. The result is 1 (inhibitor). (4) The drug is O=C1C=C[C@@H](O)[C@@H]2[C@@H]1CC[C@H]1C(=O)N(c3cccc(Oc4ccccc4)c3)C(=O)[C@H]12. The result is 0 (non-inhibitor). (5) The compound is Clc1cccc(Nc2ncnc3ccc(Br)cc23)c1. The result is 1 (inhibitor). (6) The compound is CS(=O)(=O)N1CCC2(CC1)CN(Cc1ccccc1)C2. The result is 0 (non-inhibitor). (7) The drug is COc1ccc(/C=N/NC(=O)c2ccn[nH]2)cc1COc1ccc(Cl)cc1. The result is 1 (inhibitor). (8) The drug is CN1CCCC2(CCN(C(=O)c3cccn3C)CC2)C1. The result is 0 (non-inhibitor). (9) The molecule is CCOC(=O)c1cnn(-c2cc(Oc3ccccc3)ncn2)c1N. The result is 0 (non-inhibitor).